This data is from Catalyst prediction with 721,799 reactions and 888 catalyst types from USPTO. The task is: Predict which catalyst facilitates the given reaction. (1) Reactant: C[O:2][C:3]1[CH:8]=[CH:7][C:6]([N:9]2[CH2:14][CH2:13][N:12]([C:15]3[CH:20]=[CH:19][C:18]([N:21]4[C:25](=[O:26])[N:24]([CH3:27])[N:23]=[CH:22]4)=[CH:17][CH:16]=3)[CH2:11][CH2:10]2)=[CH:5][CH:4]=1. The catalyst class is: 201. Product: [OH:2][C:3]1[CH:8]=[CH:7][C:6]([N:9]2[CH2:10][CH2:11][N:12]([C:15]3[CH:16]=[CH:17][C:18]([N:21]4[C:25](=[O:26])[N:24]([CH3:27])[N:23]=[CH:22]4)=[CH:19][CH:20]=3)[CH2:13][CH2:14]2)=[CH:5][CH:4]=1. (2) Reactant: [O:1]=[C:2]1[N:6]2[CH2:7][CH2:8][N:9](C(OC(C)(C)C)=O)[CH2:10][C:5]2([CH2:18][C:19]2[CH:24]=[CH:23][CH:22]=[CH:21][CH:20]=2)[CH2:4][O:3]1.FC(F)(F)C(O)=O. Product: [C:19]1([CH2:18][C:5]23[CH2:4][O:3][C:2](=[O:1])[N:6]2[CH2:7][CH2:8][NH:9][CH2:10]3)[CH:20]=[CH:21][CH:22]=[CH:23][CH:24]=1. The catalyst class is: 4. (3) Product: [Br:11][C:12]1[CH:13]=[C:14]([O:19][C:20]2[CH:25]=[CH:24][CH:23]=[CH:22][CH:21]=2)[C:15]([NH:18][C:9]2[S:10][C:2]3[C:7]([N:8]=2)=[CH:6][CH:5]=[CH:4][N:3]=3)=[N:16][CH:17]=1. Reactant: Cl[C:2]1[C:7]([N:8]=[C:9]=[S:10])=[CH:6][CH:5]=[CH:4][N:3]=1.[Br:11][C:12]1[CH:13]=[C:14]([O:19][C:20]2[CH:25]=[CH:24][CH:23]=[CH:22][CH:21]=2)[C:15]([NH2:18])=[N:16][CH:17]=1.C(OCC)(=O)C. The catalyst class is: 3. (4) Reactant: [Li][CH2:2]CCC.[F:6][C:7]([F:17])([F:16])[C:8]1[CH:9]=[C:10]([CH:13]=[CH:14][CH:15]=1)[CH:11]=O. Product: [F:6][C:7]([F:17])([F:16])[C:8]1[CH:15]=[CH:14][CH:13]=[C:10]([CH:11]=[CH2:2])[CH:9]=1. The catalyst class is: 7.